From a dataset of Full USPTO retrosynthesis dataset with 1.9M reactions from patents (1976-2016). Predict the reactants needed to synthesize the given product. (1) Given the product [Br:11][C:12]1[CH:13]=[N:1][C:2]2[C:7]([CH:8]=1)=[CH:6][N:5]=[C:4]([Cl:10])[CH:3]=2, predict the reactants needed to synthesize it. The reactants are: [NH2:1][C:2]1[C:7]([CH:8]=O)=[CH:6][N:5]=[C:4]([Cl:10])[CH:3]=1.[Br:11][CH2:12][CH:13](OC)OC.FC(F)(F)S([O-])(=O)=O.[Yb+3].FC(F)(F)S([O-])(=O)=O.FC(F)(F)S([O-])(=O)=O. (2) Given the product [F:6][C:7]1[CH:14]=[CH:13][C:10](/[CH:11]=[CH:12]/[C:16]2[CH:21]=[CH:20][C:19]([S:22]([CH2:25][CH2:26][C:27]#[N:28])(=[O:23])=[O:24])=[CH:18][CH:17]=2)=[CH:9][CH:8]=1, predict the reactants needed to synthesize it. The reactants are: C([O-])(=O)C.[Na+].[F:6][C:7]1[CH:14]=[CH:13][C:10]([CH:11]=[CH2:12])=[CH:9][CH:8]=1.Br[C:16]1[CH:21]=[CH:20][C:19]([S:22]([CH2:25][CH2:26][C:27]#[N:28])(=[O:24])=[O:23])=[CH:18][CH:17]=1. (3) Given the product [OH:22][CH2:21][CH:20]([NH:19][C:14](=[O:15])[O:16][CH2:17][CH3:18])[CH2:23][OH:24], predict the reactants needed to synthesize it. The reactants are: C([O-])([O-])=O.[Na+].[Na+].O.C1COCC1.Cl[C:14]([O:16][CH2:17][CH3:18])=[O:15].[NH2:19][CH:20]([CH2:23][OH:24])[CH2:21][OH:22].